From a dataset of Full USPTO retrosynthesis dataset with 1.9M reactions from patents (1976-2016). Predict the reactants needed to synthesize the given product. (1) Given the product [F:16][C:15]1[CH:14]=[C:13]([C:17]([OH:20])([CH3:18])[CH3:19])[CH:12]=[C:11]([F:21])[C:10]=1[C:4]1[S:3][C:2]([NH:1][C:27]2[CH:28]=[CH:23][N:24]=[C:25]([CH2:29][N:30]3[CH2:34][CH2:33][O:32][C:31]3=[O:35])[N:26]=2)=[C:6]([C:7]([NH2:9])=[O:8])[CH:5]=1, predict the reactants needed to synthesize it. The reactants are: [NH2:1][C:2]1[S:3][C:4]([C:10]2[C:15]([F:16])=[CH:14][C:13]([C:17]([OH:20])([CH3:19])[CH3:18])=[CH:12][C:11]=2[F:21])=[CH:5][C:6]=1[C:7]([NH2:9])=[O:8].Cl[C:23]1[CH:28]=[CH:27][N:26]=[C:25]([CH2:29][N:30]2[CH2:34][CH2:33][O:32][C:31]2=[O:35])[N:24]=1.BrC1C=CN=C(CN2CCOC2=O)N=1. (2) The reactants are: I[C:2]1[CH:10]=[C:9]2[C:5]([CH:6]=[N:7][N:8]2[CH:11]([CH3:13])[CH3:12])=[CH:4][CH:3]=1.C[Si]([N-][Si](C)(C)C)(C)C.[K+].[CH3:24][N:25]([CH3:29])[C:26](=O)[CH3:27].[H-].[H-].[H-].[H-].[Li+].[Al+3]. Given the product [CH3:24][N:25]([CH2:26][CH2:27][C:2]1[CH:10]=[C:9]2[C:5]([CH:6]=[N:7][N:8]2[CH:11]([CH3:13])[CH3:12])=[CH:4][CH:3]=1)[CH3:29], predict the reactants needed to synthesize it. (3) Given the product [CH2:13]([N:6]1[C:5]2[S:4][CH:3]=[C:2]([CH3:1])[C:10]=2[C:9](=[O:11])[O:8][C:7]1=[O:12])[C:14]1[CH:19]=[CH:18][CH:17]=[CH:16][CH:15]=1, predict the reactants needed to synthesize it. The reactants are: [CH3:1][C:2]1[C:10]2[C:9](=[O:11])[O:8][C:7](=[O:12])[NH:6][C:5]=2[S:4][CH:3]=1.[CH2:13](N1C2SC=CC=2C(=O)OC1=O)[C:14]1[CH:19]=[CH:18][CH:17]=[CH:16][CH:15]=1. (4) The reactants are: [CH3:1][N:2]([CH3:31])[C:3](=[O:30])[CH2:4][N:5]1[C:14]2[C:9](=[N:10][CH:11]=[C:12]([CH2:15][C:16]3[CH:21]=[CH:20][C:19]([F:22])=[CH:18][CH:17]=3)[CH:13]=2)[C:8]([OH:23])=[C:7]([C:24](OCC)=[O:25])[C:6]1=[O:29].[CH3:32][CH:33]([O:35][CH2:36][CH2:37][NH2:38])[CH3:34]. Given the product [CH3:31][N:2]([CH3:1])[C:3](=[O:30])[CH2:4][N:5]1[C:14]2[C:9](=[N:10][CH:11]=[C:12]([CH2:15][C:16]3[CH:17]=[CH:18][C:19]([F:22])=[CH:20][CH:21]=3)[CH:13]=2)[C:8]([OH:23])=[C:7]([C:24]([NH:38][CH2:37][CH2:36][O:35][CH:33]([CH3:34])[CH3:32])=[O:25])[C:6]1=[O:29], predict the reactants needed to synthesize it. (5) Given the product [CH2:31]([C:19]1[C:20]([CH2:24][CH2:25][CH:26]=[O:27])=[CH:21][CH:22]=[CH:23][C:18]=1[C:15]1[S:14][C:13]([C:5]2[CH:6]=[CH:7][C:8]([O:9][CH:10]([CH3:11])[CH3:12])=[C:3]([CH:4]=2)[C:1]#[N:2])=[N:17][CH:16]=1)[CH3:32], predict the reactants needed to synthesize it. The reactants are: [C:1]([C:3]1[CH:4]=[C:5]([C:13]2[S:14][C:15]([C:18]3[C:19]([CH2:31][CH3:32])=[C:20]([CH2:24][CH2:25][C:26](OCC)=[O:27])[CH:21]=[CH:22][CH:23]=3)=[CH:16][N:17]=2)[CH:6]=[CH:7][C:8]=1[O:9][CH:10]([CH3:12])[CH3:11])#[N:2].CC(C[AlH]CC(C)C)C. (6) The reactants are: Cl[CH2:2][CH2:3][O:4][C:5]1[C:13]2[C:8](=[N:9][CH:10]=[N:11][C:12]=2[NH:14][C:15]2[CH:20]=[CH:19][C:18]([O:21][C:22]3[CH:23]=[N:24][C:25]([CH3:28])=[CH:26][CH:27]=3)=[C:17]([CH3:29])[CH:16]=2)[NH:7][N:6]=1.[CH3:30][N:31]1[CH2:36][CH2:35][NH:34][CH2:33][CH2:32]1. Given the product [CH3:29][C:17]1[CH:16]=[C:15]([NH:14][C:12]2[N:11]=[CH:10][N:9]=[C:8]3[NH:7][N:6]=[C:5]([O:4][CH2:3][CH2:2][N:34]4[CH2:35][CH2:36][N:31]([CH3:30])[CH2:32][CH2:33]4)[C:13]=23)[CH:20]=[CH:19][C:18]=1[O:21][C:22]1[CH:23]=[N:24][C:25]([CH3:28])=[CH:26][CH:27]=1, predict the reactants needed to synthesize it. (7) Given the product [CH3:16][N:15]([CH3:17])[C:13]([C:7]1[CH:8]=[C:9]2[C:4]([CH:3]=[C:1]([NH:20][C:21]3[CH:25]=[C:24]([CH3:26])[NH:23][N:22]=3)[N:2]=[C:10]2[OH:11])=[CH:5][C:6]=1[O:18][CH3:19])=[O:14], predict the reactants needed to synthesize it. The reactants are: [C:1]([CH2:3][C:4]1[C:9]([C:10](O)=[O:11])=[CH:8][C:7]([C:13]([N:15]([CH3:17])[CH3:16])=[O:14])=[C:6]([O:18][CH3:19])[CH:5]=1)#[N:2].[NH2:20][C:21]1[CH:25]=[C:24]([CH3:26])[NH:23][N:22]=1. (8) Given the product [C:1]([O:5][C:6]([N:8]1[CH2:13][CH2:12][N:11]([S:28]([C:22]2[CH:21]=[C:20]3[C:25]([CH2:26][CH2:27][NH:18][CH2:19]3)=[CH:24][CH:23]=2)(=[O:29])=[O:30])[CH2:10][CH2:9]1)=[O:7])([CH3:4])([CH3:2])[CH3:3], predict the reactants needed to synthesize it. The reactants are: [C:1]([O:5][C:6]([N:8]1[CH2:13][CH2:12][NH:11][CH2:10][CH2:9]1)=[O:7])([CH3:4])([CH3:3])[CH3:2].FC(F)(F)C([N:18]1[CH2:27][CH2:26][C:25]2[C:20](=[CH:21][C:22]([S:28](Cl)(=[O:30])=[O:29])=[CH:23][CH:24]=2)[CH2:19]1)=O. (9) Given the product [S:18]1[CH:19]=[CH:20][CH:21]=[C:17]1[C:2]1[C:10]2[C:6](=[N:7][S:8][N:9]=2)[C:5]([C:19]2[S:18][CH:17]=[CH:21][CH:20]=2)=[CH:4][CH:3]=1, predict the reactants needed to synthesize it. The reactants are: Br[C:2]1[C:10]2[C:6](=[N:7][S:8][N:9]=2)[C:5](Br)=[CH:4][CH:3]=1.C([Sn](CCCC)(CCCC)[C:17]1[S:18][CH:19]=[CH:20][CH:21]=1)CCC. (10) Given the product [C:2]([O:6][C:7]([N:9]1[CH2:15][CH2:14][CH2:13][N:12]([C:16]2[N:17]([CH2:27][C:26]([F:37])([F:36])[F:25])[C:18]3[CH:24]=[CH:23][CH:22]=[CH:21][C:19]=3[N:20]=2)[CH2:11][CH2:10]1)=[O:8])([CH3:5])([CH3:3])[CH3:4], predict the reactants needed to synthesize it. The reactants are: [Na].[C:2]([O:6][C:7]([N:9]1[CH2:15][CH2:14][CH2:13][N:12]([C:16]2[NH:20][C:19]3[CH:21]=[CH:22][CH:23]=[CH:24][C:18]=3[N:17]=2)[CH2:11][CH2:10]1)=[O:8])([CH3:5])([CH3:4])[CH3:3].[F:25][C:26]([F:37])([F:36])[CH2:27]OS(C(F)(F)F)(=O)=O.